From a dataset of Catalyst prediction with 721,799 reactions and 888 catalyst types from USPTO. Predict which catalyst facilitates the given reaction. (1) Reactant: [Br:1][CH2:2][CH2:3][O:4][C:5]1[CH:10]=[CH:9][C:8]([NH:11]C(=O)C)=[CH:7][C:6]=1[C:15]1[N:16]([CH3:20])[N:17]=[CH:18][CH:19]=1.S(=O)(=O)(O)O. Product: [Br:1][CH2:2][CH2:3][O:4][C:5]1[CH:10]=[CH:9][C:8]([NH2:11])=[CH:7][C:6]=1[C:15]1[N:16]([CH3:20])[N:17]=[CH:18][CH:19]=1. The catalyst class is: 5. (2) Reactant: [CH2:1]([O:8][C:9]1[CH:23]=[C:22]([O:24][CH2:25][C:26]2[CH:31]=[CH:30][CH:29]=[CH:28][CH:27]=2)[C:21]([CH:32]([CH3:34])[CH3:33])=[CH:20][C:10]=1[C:11]([NH:13][N:14]1[CH2:19][CH2:18][CH2:17][CH2:16][CH2:15]1)=S)[C:2]1[CH:7]=[CH:6][CH:5]=[CH:4][CH:3]=1.O.[NH2:36][NH2:37]. Product: [CH2:1]([O:8][C:9]1[CH:23]=[C:22]([O:24][CH2:25][C:26]2[CH:31]=[CH:30][CH:29]=[CH:28][CH:27]=2)[C:21]([CH:32]([CH3:34])[CH3:33])=[CH:20][C:10]=1[C:11](=[N:36][NH2:37])[NH:13][N:14]1[CH2:19][CH2:18][CH2:17][CH2:16][CH2:15]1)[C:2]1[CH:7]=[CH:6][CH:5]=[CH:4][CH:3]=1. The catalyst class is: 8. (3) Reactant: [OH:1][CH2:2][CH2:3][N:4]1[CH2:9][CH2:8][N:7]([C:10]2[O:11][CH2:12][C:13](=[O:20])[C:14]=2[C:15]([O:17][CH2:18][CH3:19])=[O:16])[CH2:6][CH2:5]1.[NH:21]1[C:29]2[C:24](=[CH:25][CH:26]=[CH:27][N:28]=2)[C:23]([CH:30]=O)=[CH:22]1.N1CCCCC1. Product: [NH:21]1[C:29]2=[N:28][CH:27]=[CH:26][CH:25]=[C:24]2[C:23]([CH:30]=[C:12]2[O:11][C:10]([N:7]3[CH2:6][CH2:5][N:4]([CH2:3][CH2:2][OH:1])[CH2:9][CH2:8]3)=[C:14]([C:15]([O:17][CH2:18][CH3:19])=[O:16])[C:13]2=[O:20])=[CH:22]1. The catalyst class is: 8. (4) Reactant: [N:1]1[CH:6]=[CH:5][C:4]([C:7](=O)[CH2:8][C:9]([O:11]CC)=O)=[N:3][CH:2]=1.Cl.[CH3:16][C:17]1([CH3:24])[CH2:22][NH:21][C:20]([NH2:23])=[N:19][CH2:18]1.C(=O)([O-])[O-].[K+].[K+]. Product: [CH3:16][C:17]1([CH3:24])[CH2:22][N:21]2[C:9](=[O:11])[CH:8]=[C:7]([C:4]3[CH:5]=[CH:6][N:1]=[CH:2][N:3]=3)[N:23]=[C:20]2[NH:19][CH2:18]1. The catalyst class is: 5. (5) Reactant: [NH2:1][C:2]([NH2:29])=[N:3][C:4]([C:6]1[CH:18]=[CH:17][C:16]2[C:15]3[C:10](=[CH:11][CH:12]=[CH:13][CH:14]=3)[N:9]([CH2:19][CH2:20][O:21]CC3C=CC=CC=3)[C:8]=2[CH:7]=1)=[O:5].C1COCC1.Cl.[OH-].[Na+]. Product: [NH2:29][C:2]([NH2:1])=[N:3][C:4]([C:6]1[CH:18]=[CH:17][C:16]2[C:15]3[C:10](=[CH:11][CH:12]=[CH:13][CH:14]=3)[N:9]([CH2:19][CH2:20][OH:21])[C:8]=2[CH:7]=1)=[O:5]. The catalyst class is: 178.